Dataset: Reaction yield outcomes from USPTO patents with 853,638 reactions. Task: Predict the reaction yield, written as a fraction of the theoretical maximum amount of product (1.0 means a 100% yield; for example, 0.34 means a 34% yield). (1) The reactants are C(=O)([O-])[O-].[K+].[K+].[C:7]([O:11][C:12]([N:14]1[CH2:18][CH2:17][CH2:16][CH:15]1[C:19]1[NH:23][C:22]2[CH:24]=[C:25]([C:28]#[C:29][Si](C)(C)C)[CH:26]=[CH:27][C:21]=2[N:20]=1)=[O:13])([CH3:10])([CH3:9])[CH3:8]. The catalyst is CO. The product is [C:7]([O:11][C:12]([N:14]1[CH2:18][CH2:17][CH2:16][CH:15]1[C:19]1[NH:23][C:22]2[CH:24]=[C:25]([C:28]#[CH:29])[CH:26]=[CH:27][C:21]=2[N:20]=1)=[O:13])([CH3:10])([CH3:9])[CH3:8]. The yield is 0.750. (2) The reactants are [CH3:1][O:2][C:3]1[N:8]=[CH:7][C:6]([C:9]2[N:13]([C:14]3[CH:19]=[CH:18][CH:17]=[CH:16][N:15]=3)[N:12]=[C:11]([C:20]([OH:22])=O)[CH:10]=2)=[CH:5][CH:4]=1.[C:23]([NH2:27])([CH3:26])([CH3:25])[CH3:24]. No catalyst specified. The product is [C:23]([NH:27][C:20]([C:11]1[CH:10]=[C:9]([C:6]2[CH:7]=[N:8][C:3]([O:2][CH3:1])=[CH:4][CH:5]=2)[N:13]([C:14]2[CH:19]=[CH:18][CH:17]=[CH:16][N:15]=2)[N:12]=1)=[O:22])([CH3:26])([CH3:25])[CH3:24]. The yield is 0.750. (3) The reactants are [CH2:1]([C@@H:8]1[NH:13][CH2:12][CH2:11][N:10]([C:14]2[CH:19]=[CH:18][C:17]([O:20][CH3:21])=[C:16]([O:22][CH:23]3[CH2:26][CH2:25][CH2:24]3)[CH:15]=2)[CH2:9]1)[C:2]1[CH:7]=[CH:6][CH:5]=[CH:4][CH:3]=1.C([O:29][C:30](=O)[CH2:31][C:32]1[NH:36][CH:35]=[N:34][N:33]=1)C. No catalyst specified. The product is [CH2:1]([C@H:8]1[CH2:9][N:10]([C:14]2[CH:19]=[CH:18][C:17]([O:20][CH3:21])=[C:16]([O:22][CH:23]3[CH2:26][CH2:25][CH2:24]3)[CH:15]=2)[CH2:11][CH2:12][N:13]1[C:30](=[O:29])[CH2:31][C:32]1[NH:36][CH:35]=[N:34][N:33]=1)[C:2]1[CH:3]=[CH:4][CH:5]=[CH:6][CH:7]=1. The yield is 0.190. (4) The reactants are [C:9](O[C:9]([O:11][C:12]([CH3:15])([CH3:14])[CH3:13])=[O:10])([O:11][C:12]([CH3:15])([CH3:14])[CH3:13])=[O:10].C[O:17][C:18](=[O:38])[CH2:19][CH2:20][NH:21][CH:22]1[CH2:27][CH2:26][N:25]([C:28]([O:30][CH2:31][C:32]2[CH:37]=[CH:36][CH:35]=[CH:34][CH:33]=2)=[O:29])[CH2:24][CH2:23]1. The catalyst is C(O)C. The product is [CH2:31]([O:30][C:28]([N:25]1[CH2:26][CH2:27][CH:22]([N:21]([C:9]([O:11][C:12]([CH3:13])([CH3:14])[CH3:15])=[O:10])[CH2:20][CH2:19][C:18]([OH:38])=[O:17])[CH2:23][CH2:24]1)=[O:29])[C:32]1[CH:37]=[CH:36][CH:35]=[CH:34][CH:33]=1. The yield is 0.580. (5) The reactants are [O:1]=[C:2]1[C:7]2[CH:8]=[C:9]([O:12][CH2:13][C:14]([O:16]C(C)(C)C)=[O:15])[CH:10]=[CH:11][C:6]=2[S:5][C:4]([C:21]2[CH:26]=[CH:25][CH:24]=[CH:23][N:22]=2)=[N:3]1. The catalyst is FC(F)(F)C(O)=O. The product is [O:1]=[C:2]1[C:7]2[CH:8]=[C:9]([O:12][CH2:13][C:14]([OH:16])=[O:15])[CH:10]=[CH:11][C:6]=2[S:5][C:4]([C:21]2[CH:26]=[CH:25][CH:24]=[CH:23][N:22]=2)=[N:3]1. The yield is 0.670.